The task is: Predict which catalyst facilitates the given reaction.. This data is from Catalyst prediction with 721,799 reactions and 888 catalyst types from USPTO. (1) Reactant: C(Cl)(=O)C(Cl)=O.CS(C)=O.[CH2:11]([O:18][CH2:19][CH:20]([OH:23])[CH2:21][CH3:22])[C:12]1[CH:17]=[CH:16][CH:15]=[CH:14][CH:13]=1.C(N(CC)CC)C. Product: [CH2:11]([O:18][CH2:19][C:20](=[O:23])[CH2:21][CH3:22])[C:12]1[CH:17]=[CH:16][CH:15]=[CH:14][CH:13]=1. The catalyst class is: 4. (2) Reactant: [F:1][C:2]([F:19])([F:18])[C:3]1[CH:8]=[CH:7][C:6]([C:9]2[CH:14]=[CH:13][C:12]([NH:15][CH:16]=[O:17])=[CH:11][CH:10]=2)=[CH:5][CH:4]=1.[H-].[Na+].I[CH3:23]. Product: [CH3:23][N:15]([C:12]1[CH:13]=[CH:14][C:9]([C:6]2[CH:7]=[CH:8][C:3]([C:2]([F:18])([F:19])[F:1])=[CH:4][CH:5]=2)=[CH:10][CH:11]=1)[CH:16]=[O:17]. The catalyst class is: 12. (3) Reactant: CC(C)[O-:3].[Sm+3].CC(C)[O-].CC(C)[O-].C1([As](=O)(C2C=CC=CC=2)C2C=CC=CC=2)C=CC=CC=1.[As](C1C=CC=CC=1)(C1C=CC=CC=1)C1C=CC=CC=1.C(OO)(C)(C)C.[CH:59]1([NH:62][C:63](=[O:69])/[CH:64]=[CH:65]/[CH2:66][CH2:67][CH3:68])[CH2:61][CH2:60]1. Product: [CH:59]1([NH:62][C:63]([CH:64]2[CH:65]([CH2:66][CH2:67][CH3:68])[O:3]2)=[O:69])[CH2:61][CH2:60]1. The catalyst class is: 1. (4) Reactant: OO.[N:3]1([CH2:8][CH2:9][NH:10][C:11]2[N:16]=[C:15]([C:17]3[S:21][C:20]4[C:22]([C:26]5[CH:31]=[C:30]([F:32])[CH:29]=[CH:28][C:27]=5[C:33]([CH3:37])([CH3:36])[C:34]#[N:35])=[CH:23][CH:24]=[CH:25][C:19]=4[CH:18]=3)[C:14]([F:38])=[CH:13][N:12]=2)[CH:7]=[CH:6][N:5]=[N:4]1.[O:39]1CCOCCOCCOCCOCCOCC1.C(=O)([O-])[O-].[Na+].[Na+]. Product: [N:3]1([CH2:8][CH2:9][NH:10][C:11]2[N:16]=[C:15]([C:17]3[S:21][C:20]4[C:22]([C:26]5[CH:31]=[C:30]([F:32])[CH:29]=[CH:28][C:27]=5[C:33]([CH3:36])([CH3:37])[C:34]([NH2:35])=[O:39])=[CH:23][CH:24]=[CH:25][C:19]=4[CH:18]=3)[C:14]([F:38])=[CH:13][N:12]=2)[CH:7]=[CH:6][N:5]=[N:4]1. The catalyst class is: 40.